Dataset: Forward reaction prediction with 1.9M reactions from USPTO patents (1976-2016). Task: Predict the product of the given reaction. (1) Given the reactants [NH:1]1[CH2:4][CH:3]([C:5]([O:7]C(C)(C)C)=[O:6])[CH2:2]1.[NH:12]1[CH2:15][CH:14]([C:16](O)=O)[CH2:13]1.C1N=CN(C(N2C=NC=C2)=O)C=1.NO, predict the reaction product. The product is: [NH:1]1[CH2:4][CH:3]([C:5]([OH:7])=[O:6])[CH2:2]1.[CH:5]([C:3]1[CH:2]=[CH:16][C:14]([C:13]#[N:12])=[CH:15][CH:4]=1)=[O:7]. (2) Given the reactants [C:1]([C:3]1[CH:4]=[CH:5][C:6]([CH2:12][CH2:13][C:14]([O:16][CH2:17][CH3:18])=[O:15])=[C:7]2[C:11]=1[NH:10][CH:9]=[CH:8]2)#[N:2].[OH-].[K+].[CH3:21]OS(OC)(=O)=O.CCOC(C)=O, predict the reaction product. The product is: [C:1]([C:3]1[CH:4]=[CH:5][C:6]([CH2:12][CH2:13][C:14]([O:16][CH2:17][CH3:18])=[O:15])=[C:7]2[C:11]=1[N:10]([CH3:21])[CH:9]=[CH:8]2)#[N:2].